From a dataset of Catalyst prediction with 721,799 reactions and 888 catalyst types from USPTO. Predict which catalyst facilitates the given reaction. Reactant: [CH3:1][O:2][C:3]1[CH:8]=[CH:7][C:6]([CH:9]([CH:12]=O)[CH:10]=O)=[CH:5][CH:4]=1.[NH2:14][NH2:15]. Product: [CH3:1][O:2][C:3]1[CH:8]=[CH:7][C:6]([C:9]2[CH:12]=[N:14][NH:15][CH:10]=2)=[CH:5][CH:4]=1. The catalyst class is: 8.